Dataset: Forward reaction prediction with 1.9M reactions from USPTO patents (1976-2016). Task: Predict the product of the given reaction. (1) Given the reactants Br[C:2]1[CH:3]=[CH:4][C:5]([O:24][C:25]([F:28])([F:27])[F:26])=[C:6]([C:8]2[CH:17]=[C:16]3[C:11]([C:12]([CH3:22])([CH3:21])[CH2:13][C:14](=[O:20])[N:15]3[CH2:18][CH3:19])=[CH:10][C:9]=2[CH3:23])[CH:7]=1.[C:29]([O:34][C:35]([CH3:38])([CH3:37])[CH3:36])(=[O:33])[C:30]([CH3:32])=[CH2:31], predict the reaction product. The product is: [C:35]([O:34][C:29](=[O:33])[C:30]([CH3:32])=[CH:31][C:2]1[CH:3]=[CH:4][C:5]([O:24][C:25]([F:28])([F:26])[F:27])=[C:6]([C:8]2[CH:17]=[C:16]3[C:11]([C:12]([CH3:22])([CH3:21])[CH2:13][C:14](=[O:20])[N:15]3[CH2:18][CH3:19])=[CH:10][C:9]=2[CH3:23])[CH:7]=1)([CH3:38])([CH3:37])[CH3:36]. (2) Given the reactants [CH3:1][O:2][C:3]1[CH:4]=[C:5]([CH:7]=[C:8]([O:12][CH3:13])[C:9]=1[O:10][CH3:11])[NH2:6].C1(S([N:23]2[C:27]3=[N:28][CH:29]=[CH:30][CH:31]=[C:26]3[C:25]([C:32]3[CH:37]=[CH:36][N:35]=[C:34](Cl)[N:33]=3)=[CH:24]2)(=O)=O)C=CC=CC=1, predict the reaction product. The product is: [NH:23]1[C:27]2=[N:28][CH:29]=[CH:30][CH:31]=[C:26]2[C:25]([C:32]2[CH:37]=[CH:36][N:35]=[C:34]([NH:6][C:5]3[CH:7]=[C:8]([O:12][CH3:13])[C:9]([O:10][CH3:11])=[C:3]([O:2][CH3:1])[CH:4]=3)[N:33]=2)=[CH:24]1. (3) Given the reactants [F-].C([N+](CCCC)(CCCC)CCCC)CCC.CC([Si](C1C=CC=CC=1)(C1C=CC=CC=1)[O:24][C:25]1[CH:26]=[C:27]2[C:32](=[CH:33][CH:34]=1)[C:31]([C:35]([NH:37][C:38]1[CH:43]=[C:42]([C:44]([F:47])([F:46])[F:45])[CH:41]=[C:40]([N:48]3[CH:52]=[C:51]([CH3:53])[N:50]=[CH:49]3)[CH:39]=1)=[O:36])=[CH:30][CH:29]=[CH:28]2)(C)C, predict the reaction product. The product is: [OH:24][C:25]1[CH:26]=[C:27]2[C:32](=[CH:33][CH:34]=1)[C:31]([C:35]([NH:37][C:38]1[CH:43]=[C:42]([C:44]([F:45])([F:46])[F:47])[CH:41]=[C:40]([N:48]3[CH:52]=[C:51]([CH3:53])[N:50]=[CH:49]3)[CH:39]=1)=[O:36])=[CH:30][CH:29]=[CH:28]2. (4) Given the reactants [Na].C([O:4][C:5]([C:7]1[C:8]([N:15]([CH:23]2[CH2:28][CH:27]3[CH2:29][CH:24]2[CH2:25][CH2:26]3)[CH2:16][CH2:17][C:18]([O:20][CH2:21][CH3:22])=[O:19])=[N:9][C:10]([S:13][CH3:14])=[N:11][CH:12]=1)=O)C.CC(C)([O-])C.[Na+].Cl, predict the reaction product. The product is: [CH2:21]([O:20][C:18]([CH:17]1[CH2:16][N:15]([CH:23]2[CH2:28][CH:27]3[CH2:29][CH:24]2[CH2:25][CH2:26]3)[C:8]2[N:9]=[C:10]([S:13][CH3:14])[N:11]=[CH:12][C:7]=2[C:5]1=[O:4])=[O:19])[CH3:22]. (5) Given the reactants Br[C:2]1[CH:3]=[C:4]2[C:9](=[CH:10][CH:11]=1)[C:8](=[O:12])[N:7]([CH3:13])[CH:6]=[CH:5]2.[CH3:14][N:15]1[CH:19]=[C:18](B2OC(C)(C)C(C)(C)O2)[CH:17]=[N:16]1.[F-].[Cs+], predict the reaction product. The product is: [CH3:13][N:7]1[CH:6]=[CH:5][C:4]2[C:9](=[CH:10][CH:11]=[C:2]([C:18]3[CH:17]=[N:16][N:15]([CH3:14])[CH:19]=3)[CH:3]=2)[C:8]1=[O:12]. (6) Given the reactants [C:1]([O:5][C:6]([N:8]1[C@H:13]([C:14]([OH:16])=O)[CH2:12][C@@H:11]2[C@H:9]1[CH2:10]2)=[O:7])([CH3:4])([CH3:3])[CH3:2].[Cl:17][C:18]1([Cl:23])[CH2:20][C@H:19]1NC.[CH3:24][N:25](C(ON1N=NC2C=CC=CC1=2)=[N+](C)C)C.F[P-](F)(F)(F)(F)F.CCN(C(C)C)C(C)C, predict the reaction product. The product is: [C:1]([O:5][C:6]([N:8]1[C@H:13]([C:14](=[O:16])[NH:25][CH2:24][C@H:19]2[CH2:20][C:18]2([Cl:17])[Cl:23])[CH2:12][C@@H:11]2[C@H:9]1[CH2:10]2)=[O:7])([CH3:2])([CH3:3])[CH3:4]. (7) Given the reactants [CH2:1]([N:8]1[CH2:15][CH:14]2[CH2:16][CH:10]([CH2:11][NH:12][CH2:13]2)[CH2:9]1)[C:2]1[CH:7]=[CH:6][CH:5]=[CH:4][CH:3]=1.[C:17]1([N:23]=[C:24]=[O:25])[CH:22]=[CH:21][CH:20]=[CH:19][CH:18]=1, predict the reaction product. The product is: [CH2:1]([N:8]1[CH2:9][CH:10]2[CH2:16][CH:14]([CH2:13][N:12]([C:24]([NH:23][C:17]3[CH:22]=[CH:21][CH:20]=[CH:19][CH:18]=3)=[O:25])[CH2:11]2)[CH2:15]1)[C:2]1[CH:7]=[CH:6][CH:5]=[CH:4][CH:3]=1. (8) Given the reactants [C:1]([NH:4][C:5]1[CH:10]=[CH:9][C:8]([CH2:11][CH2:12][C:13]([OH:15])=O)=[CH:7][CH:6]=1)(=[O:3])[CH3:2].[Cl-].[Na+].[Cl-].[Al+3].[Cl-].[Cl-], predict the reaction product. The product is: [C:1]([NH:4][C:5]1[CH:6]=[C:7]2[C:8]([CH2:11][CH2:12][C:13]2=[O:15])=[CH:9][CH:10]=1)(=[O:3])[CH3:2]. (9) Given the reactants Cl.Cl.[CH2:3]1[C@@H:8]2[CH2:9][NH:10][CH2:11][CH2:12][N:7]2[CH2:6][CH2:5][O:4]1.[Cl:13][C:14]1[C:19]([F:20])=[C:18](Cl)[N:17]=[C:16]([CH3:22])[N:15]=1.C(N(CC)C(C)C)(C)C, predict the reaction product. The product is: [Cl:13][C:14]1[N:15]=[C:16]([CH3:22])[N:17]=[C:18]([N:10]2[CH2:11][CH2:12][N:7]3[C@H:8]([CH2:3][O:4][CH2:5][CH2:6]3)[CH2:9]2)[C:19]=1[F:20].